Dataset: Experimentally validated miRNA-target interactions with 360,000+ pairs, plus equal number of negative samples. Task: Binary Classification. Given a miRNA mature sequence and a target amino acid sequence, predict their likelihood of interaction. (1) The protein sequence of the target gene is MLLFLSVPQPRPPGARTRAGAARLVRWRRRQRLRLLQLRRLRGLLRGLRRRPGTGGRRPSRMALCGQAAGAASLPSELIVHIFSFLPAPDRLRASASCSHWRECLFYPALWPQLRICLRVSPAEQPRLEFLMRKCGWFVRELRVEFAAENYLSGGGGPGDGGSGGGTDTGTGGEDGEALQLSSRWLEVLRIYLELVLCVLLSIRNNRNLQKFSLFGDISVVHQQGSLSSTYLSRVDPDGKKIKQIQQLFEEILSNSRQLKWLSCGFMLEIVTPTSLSSLSNPIANTMEHLSLLDNNIPGN.... Result: 0 (no interaction). The miRNA is cel-miR-241-5p with sequence UGAGGUAGGUGCGAGAAAUGA. (2) The miRNA is hsa-miR-7702 with sequence CUUAGACUGCCAGACUCCCUGA. The protein sequence of the target gene is MTMAGGRRGLVAPQNTFLENIVRRSNDTNFVLGNAQIVDWPIVYSNDGFCKLSGYHRAEVMQKSSACSFMYGELTDKDTVEKVRQTFENYEMNSFEILMYKKNRTPVWFFVKIAPIRNEQDKVVLFLCTFSDITAFKQPIEDDSCKGWGKFARLTRALTSSRGVLQQLAPSVQKGENVHKHSRLAEVLQLGSDILPQYKQEAPKTPPHIILHYCVFKTTWDWIILILTFYTAILVPYNVSFKTRQNNVAWLVVDSIVDVIFLVDIVLNFHTTFVGPAGEVISDPKLIRMNYLKTWFVIDL.... Result: 0 (no interaction). (3) The miRNA is hsa-miR-6847-3p with sequence GGCUCAUGUGUCUGUCCUCUUC. The protein sequence of the target gene is MAMTWIVFSLWPLTVFMGHIGGHSLFSCEPITLRMCQDLPYNTTFMPNLLNHYDQQTAALAMEPFHPMVNLDCSRDFRPFLCALYAPICMEYGRVTLPCRRLCQRAYSECSKLMEMFGVPWPEDMECSRFPDCDEPYPRLVDLNLAGEPTEGAPVAVQRDYGFWCPRELKIDPDLGYSFLHVRDCSPPCPNMYFRREELSFARYFIGLISIICLSATLFTFLTFLIDVTRFRYPERPIIFYAVCYMMVSLIFFIGFLLEDRVACNASIPAQYKASTVTQGSHNKACTMLFMILYFFTMAG.... Result: 0 (no interaction). (4) The miRNA is hsa-miR-106a-5p with sequence AAAAGUGCUUACAGUGCAGGUAG. The protein sequence of the target gene is MKKEVCSVAFLKAVFAEFLATLIFVFFGLGSALKWPSALPTILQIALAFGLAIGTLAQALGPVSGGHINPAITLALLVGNQISLLRAFFYVAAQLVGAIAGAGILYGVAPLNARGNLAVNALNNNTTQGQAMVVELILTFQLALCIFASTDSRRTSPVGSPALSIGLSVTLGHLVGIYFTGCSMNPARSFGPAVVMNRFSPAHWVFWVGPIVGAVLAAILYFYLLFPNSLSLSERVAIIKGTYEPDEDWEEQREERKKTMELTTR. Result: 0 (no interaction). (5) The miRNA is hsa-miR-382-3p with sequence AAUCAUUCACGGACAACACUU. The protein sequence of the target gene is MAANKPKGQNSLALHKVIMVGSGGVGKSALTLQFMYDEFVEDYEPTKADSYRKKVVLDGEEVQIDILDTAGQEDYAAIRDNYFRSGEGFLCVFSITEMESFAATADFREQILRVKEDENVPFLLVGNKSDLEDKRQVSVEEAKNRADQWNVNYVETSAKTRANVDKVFFDLMREIRARKMEDSKEKNGKKKRKSLAKRIRERCCIL. Result: 0 (no interaction). (6) The miRNA is hsa-miR-4750-5p with sequence CUCGGGCGGAGGUGGUUGAGUG. The protein sequence of the target gene is MAWDMCSQDSVWSDIECAALVGEDQPLCPDLPELDLSELDVNDLDTDSFLGGLKWCSDQSEIISNQYNNEPANIFEKIDEENEANLLAVLTETLDSLPVDEDGLPSFDALTDGAVTTDNEASPSSMPDGTPPPQEAEEPSLLKKLLLAPANTQLSYNECSGLSTQNHAANHTHRIRTNPAIVKTENSWSNKAKSICQQQKPQRRPCSELLKYLTTNDDPPHTKPTENRNSSRDKCASKKKSHTQPQSQHAQAKPTTLSLPLTPESPNDPKGSPFENKTIERTLSVELSGTAGLTPPTTPP.... Result: 0 (no interaction). (7) The miRNA is hsa-miR-6827-3p with sequence ACCGUCUCUUCUGUUCCCCAG. The protein sequence of the target gene is MNTKDTTEVAENSHHLKIFLPKKLLECLPRCPLLPPERLRWNTNEEIASYLITFEKHDEWLSCAPKTRPQNGSIILYNRKKVKYRKDGYLWKKRKDGKTTREDHMKLKVQGMEPVSWQCLYGCYVHSSIVPTFHRRCYWLLQNPDIVLVHYLNVPALEDCGKGCSPIFCSISSDRREWLKWSREELLGQLKPMFHGIKWSCGNGAEEFSVEQLVQQILDTHPTKPAPRTHACLCSGGLGSGSLTHKCSSTKHRIISPKVEPRALALASISHSKPPEPPPLIAPLPPELPKAHTSPSSSSS.... Result: 0 (no interaction). (8) The miRNA is rno-miR-34a-3p with sequence AAUCAGCAAGUAUACUGCCCUA. The protein sequence of the target gene is MSDETVSRSQFSLKTYAVRVFALPVSWYYSLSQIKFSPVAKKLFMVTAVSAVSVIFLAHHFKRRRGKQKGKVLPWEPEHLLLEHTRRAASEKGSSCSSSRQNLTLSLSSTKEKGSQCCNYPNGGLLSRYSGSAQSLGSVQSVNSCHSCACGNSNSWDKADDDDIRLVNIPVTTPENLYLMGMELFEEALRRWEQALTFRSRQAEDEACSSVKLGAGDAIAEESVDDIISSEFIHKLEALLQRAYRLQEEFEATLGGSDPNSIANDTDKDTDMSLRETMDELGLPDAMNMDSADLFASATE.... Result: 0 (no interaction). (9) Result: 0 (no interaction). The miRNA is hsa-miR-15b-5p with sequence UAGCAGCACAUCAUGGUUUACA. The protein sequence of the target gene is MQAAAAASFWLLCVLGTCPLARCGRAGVASLKGLERGKENRFLERQSIIPLRLIYRLGGEDETQHNQLDTRVRGDPGGPQLTHVDKASFRVDAFGTSFVLDVLLNHELLSSGYVERQIEHGGKVVENKGGEHCYYQGQIRGNPVSFVALSTCHGLHGMFYDGNHTYLIEPEENEKSQESSHCHSVYKSRQFEFPLDDLPSEFQRVNITPPQFILKPRLKRRKRQLLRFPRNVEEETKYIELMIVNDHLMFKKHRLSVVYTNTYAKSVVNMADVIYKDQLKTRIVLVAMETWAADNKFAIS.... (10) The miRNA is hsa-miR-4695-5p with sequence CAGGAGGCAGUGGGCGAGCAGG. Result: 1 (interaction). The protein sequence of the target gene is MAASRNGFEAVEAEGSAGCRGSSGMEVVLPLDPAVPAPLCPHGPTLLFVKVTQGKEETRRFYACSACRDRKDCNFFQWEDEKLSGARLAAREAHNRRCQPPLSRTQCVERYLKFIELPLTQRKFCQTCQQLLLPDDWGQHSEHQVLGNVSITQLRRPSQLLYPLENKKTNAQYLFADRSCQFLVDLLSALGFRRVLCVGTPRLHELIKLTASGDKKSNIKSLLLDIDFRYSQFYMEDSFCHYNMFNHHFFDGKTALEVCRAFLQEDKGEGIIMVTDPPFGGLVEPLAITFKKLIAMWKEG....